This data is from Forward reaction prediction with 1.9M reactions from USPTO patents (1976-2016). The task is: Predict the product of the given reaction. Given the reactants [CH2:1]([O:3][C:4]([C:6]1[N:7]=[C:8]([Br:23])[N:9]([CH:20]([CH3:22])[CH3:21])[C:10]=1[CH:11]([C:13]1[CH:18]=[CH:17][C:16]([Cl:19])=[CH:15][CH:14]=1)O)=[O:5])[CH3:2].[NH2:24][CH:25]1[CH2:30][N:29]([CH3:31])[C:28](=[O:32])[CH2:27][CH2:26]1.Cl, predict the reaction product. The product is: [CH2:1]([O:3][C:4]([C:6]1[N:7]=[C:8]([Br:23])[N:9]([CH:20]([CH3:22])[CH3:21])[C:10]=1[CH:11]([C:13]1[CH:18]=[CH:17][C:16]([Cl:19])=[CH:15][CH:14]=1)[NH:24][CH:25]1[CH2:26][CH2:27][C:28](=[O:32])[N:29]([CH3:31])[CH2:30]1)=[O:5])[CH3:2].